Dataset: Full USPTO retrosynthesis dataset with 1.9M reactions from patents (1976-2016). Task: Predict the reactants needed to synthesize the given product. (1) The reactants are: Cl[C:2]1[N:7]=[CH:6][N:5]=[C:4]([N:8]2[C:16]3[C:11](=[CH:12][CH:13]=[C:14]([C:17]4[CH:22]=[CH:21][CH:20]=[C:19]([N+:23]([O-:25])=[O:24])[CH:18]=4)[CH:15]=3)[CH:10]=[CH:9]2)[CH:3]=1.[NH3:26].C(O)(C)C.O. Given the product [N+:23]([C:19]1[CH:18]=[C:17]([C:14]2[CH:15]=[C:16]3[C:11]([CH:10]=[CH:9][N:8]3[C:4]3[N:5]=[CH:6][N:7]=[C:2]([NH2:26])[CH:3]=3)=[CH:12][CH:13]=2)[CH:22]=[CH:21][CH:20]=1)([O-:25])=[O:24], predict the reactants needed to synthesize it. (2) Given the product [Br:1][C:2]1[S:10][C:9]2[C:8]([C:11]#[N:12])=[CH:7][N:6]=[C:5]([N:13]([CH3:29])[C@H:14]3[CH2:19][CH2:18][CH2:17][N:16]([C:20]([O:22][C:23]([CH3:26])([CH3:25])[CH3:24])=[O:21])[CH2:15]3)[C:4]=2[CH:3]=1, predict the reactants needed to synthesize it. The reactants are: [Br:1][C:2]1[S:10][C:9]2[C:8]([C:11]#[N:12])=[CH:7][N:6]=[C:5]([NH:13][C@H:14]3[CH2:19][CH2:18][CH2:17][N:16]([C:20]([O:22][C:23]([CH3:26])([CH3:25])[CH3:24])=[O:21])[CH2:15]3)[C:4]=2[CH:3]=1.[H-].[Na+].[CH3:29]I.O.